From a dataset of Forward reaction prediction with 1.9M reactions from USPTO patents (1976-2016). Predict the product of the given reaction. (1) The product is: [CH2:1]([N:8]1[CH2:13][CH2:12][C:11]2([O:18][C:17]3[CH:19]=[CH:20][CH:21]=[CH:22][C:16]=3[N:15]3[C:23]([CH2:26][OH:27])=[CH:24][CH:25]=[C:14]23)[CH2:10][CH2:9]1)[C:2]1[CH:7]=[CH:6][CH:5]=[CH:4][CH:3]=1. Given the reactants [CH2:1]([N:8]1[CH2:13][CH2:12][C:11]2([O:18][C:17]3[CH:19]=[CH:20][CH:21]=[CH:22][C:16]=3[N:15]3[C:23]([CH:26]=[O:27])=[CH:24][CH:25]=[C:14]23)[CH2:10][CH2:9]1)[C:2]1[CH:7]=[CH:6][CH:5]=[CH:4][CH:3]=1.[BH4-].[Na+], predict the reaction product. (2) Given the reactants [C-:1]#[N:2].[Na+].S(=O)(=O)(O)O.[Br:9][C:10]1[CH:26]=[C:25]([CH2:27]Cl)[CH:24]=[C:23]([Br:29])[C:11]=1[CH2:12][C:13]1[CH:14]=[C:15]([CH:20]([CH3:22])[CH3:21])[C:16](=[O:19])[NH:17][N:18]=1, predict the reaction product. The product is: [Br:9][C:10]1[CH:26]=[C:25]([CH2:27][C:1]#[N:2])[CH:24]=[C:23]([Br:29])[C:11]=1[CH2:12][C:13]1[CH:14]=[C:15]([CH:20]([CH3:22])[CH3:21])[C:16](=[O:19])[NH:17][N:18]=1.